Dataset: Full USPTO retrosynthesis dataset with 1.9M reactions from patents (1976-2016). Task: Predict the reactants needed to synthesize the given product. Given the product [Br:1][C:2]1[C:3]([CH3:14])=[N:4][N:5]([CH2:15][CH:16]([CH3:17])[CH2:19][CH3:20])[C:6]=1[C:7]1[CH:12]=[CH:11][C:10]([F:13])=[CH:9][CH:8]=1, predict the reactants needed to synthesize it. The reactants are: [Br:1][C:2]1[C:3]([CH3:14])=[N:4][NH:5][C:6]=1[C:7]1[CH:12]=[CH:11][C:10]([F:13])=[CH:9][CH:8]=1.[CH3:15][CH:16]([CH2:19][CH3:20])[CH2:17]O.C1(P(C2C=CC=CC=2)C2C=CC=CC=2)C=CC=CC=1.N(C(OC(C)C)=O)=NC(OC(C)C)=O.